From a dataset of NCI-60 drug combinations with 297,098 pairs across 59 cell lines. Regression. Given two drug SMILES strings and cell line genomic features, predict the synergy score measuring deviation from expected non-interaction effect. (1) Drug 1: CN(C)N=NC1=C(NC=N1)C(=O)N. Drug 2: CC1=C(N=C(N=C1N)C(CC(=O)N)NCC(C(=O)N)N)C(=O)NC(C(C2=CN=CN2)OC3C(C(C(C(O3)CO)O)O)OC4C(C(C(C(O4)CO)O)OC(=O)N)O)C(=O)NC(C)C(C(C)C(=O)NC(C(C)O)C(=O)NCCC5=NC(=CS5)C6=NC(=CS6)C(=O)NCCC[S+](C)C)O. Cell line: NCI-H460. Synergy scores: CSS=34.2, Synergy_ZIP=-2.80, Synergy_Bliss=0.443, Synergy_Loewe=0.305, Synergy_HSA=4.00. (2) Drug 1: CC(CN1CC(=O)NC(=O)C1)N2CC(=O)NC(=O)C2. Drug 2: CC1=C2C(C(=O)C3(C(CC4C(C3C(C(C2(C)C)(CC1OC(=O)C(C(C5=CC=CC=C5)NC(=O)OC(C)(C)C)O)O)OC(=O)C6=CC=CC=C6)(CO4)OC(=O)C)O)C)O. Cell line: NCIH23. Synergy scores: CSS=21.1, Synergy_ZIP=-12.8, Synergy_Bliss=-10.2, Synergy_Loewe=-14.5, Synergy_HSA=-7.56. (3) Drug 1: CN1C(=O)N2C=NC(=C2N=N1)C(=O)N. Drug 2: CCN(CC)CCCC(C)NC1=C2C=C(C=CC2=NC3=C1C=CC(=C3)Cl)OC. Cell line: RXF 393. Synergy scores: CSS=10.6, Synergy_ZIP=-3.22, Synergy_Bliss=-1.96, Synergy_Loewe=-10.9, Synergy_HSA=-2.51. (4) Drug 1: COC1=CC(=CC(=C1O)OC)C2C3C(COC3=O)C(C4=CC5=C(C=C24)OCO5)OC6C(C(C7C(O6)COC(O7)C8=CC=CS8)O)O. Cell line: NCIH23. Drug 2: CCC1(CC2CC(C3=C(CCN(C2)C1)C4=CC=CC=C4N3)(C5=C(C=C6C(=C5)C78CCN9C7C(C=CC9)(C(C(C8N6C)(C(=O)OC)O)OC(=O)C)CC)OC)C(=O)OC)O.OS(=O)(=O)O. Synergy scores: CSS=60.4, Synergy_ZIP=0.508, Synergy_Bliss=1.30, Synergy_Loewe=1.76, Synergy_HSA=3.94. (5) Drug 1: CC1OCC2C(O1)C(C(C(O2)OC3C4COC(=O)C4C(C5=CC6=C(C=C35)OCO6)C7=CC(=C(C(=C7)OC)O)OC)O)O. Drug 2: CC1=C(C(=CC=C1)Cl)NC(=O)C2=CN=C(S2)NC3=CC(=NC(=N3)C)N4CCN(CC4)CCO. Cell line: MDA-MB-231. Synergy scores: CSS=34.8, Synergy_ZIP=-9.18, Synergy_Bliss=1.03, Synergy_Loewe=2.33, Synergy_HSA=4.90. (6) Drug 1: CC1=C(N=C(N=C1N)C(CC(=O)N)NCC(C(=O)N)N)C(=O)NC(C(C2=CN=CN2)OC3C(C(C(C(O3)CO)O)O)OC4C(C(C(C(O4)CO)O)OC(=O)N)O)C(=O)NC(C)C(C(C)C(=O)NC(C(C)O)C(=O)NCCC5=NC(=CS5)C6=NC(=CS6)C(=O)NCCC[S+](C)C)O. Drug 2: C1CC(=O)NC(=O)C1N2C(=O)C3=CC=CC=C3C2=O. Cell line: HL-60(TB). Synergy scores: CSS=6.17, Synergy_ZIP=-0.885, Synergy_Bliss=-2.49, Synergy_Loewe=-6.25, Synergy_HSA=-5.37. (7) Drug 1: CN(C)N=NC1=C(NC=N1)C(=O)N. Drug 2: C1=C(C(=O)NC(=O)N1)F. Cell line: HT29. Synergy scores: CSS=25.0, Synergy_ZIP=-9.82, Synergy_Bliss=-17.9, Synergy_Loewe=-30.2, Synergy_HSA=-17.0. (8) Drug 1: C1=CC=C(C(=C1)C(C2=CC=C(C=C2)Cl)C(Cl)Cl)Cl. Drug 2: C1CNP(=O)(OC1)N(CCCl)CCCl. Cell line: DU-145. Synergy scores: CSS=-1.03, Synergy_ZIP=0.766, Synergy_Bliss=0.357, Synergy_Loewe=-8.32, Synergy_HSA=-6.10. (9) Drug 1: C1=CC(=CC=C1CCC2=CNC3=C2C(=O)NC(=N3)N)C(=O)NC(CCC(=O)O)C(=O)O. Drug 2: B(C(CC(C)C)NC(=O)C(CC1=CC=CC=C1)NC(=O)C2=NC=CN=C2)(O)O. Cell line: HS 578T. Synergy scores: CSS=5.87, Synergy_ZIP=-5.07, Synergy_Bliss=-4.62, Synergy_Loewe=-4.83, Synergy_HSA=-5.34. (10) Drug 1: CN(CC1=CN=C2C(=N1)C(=NC(=N2)N)N)C3=CC=C(C=C3)C(=O)NC(CCC(=O)O)C(=O)O. Drug 2: C1=NC2=C(N=C(N=C2N1C3C(C(C(O3)CO)O)O)F)N. Cell line: SK-OV-3. Synergy scores: CSS=15.6, Synergy_ZIP=-7.14, Synergy_Bliss=-5.91, Synergy_Loewe=-26.1, Synergy_HSA=-5.70.